This data is from Full USPTO retrosynthesis dataset with 1.9M reactions from patents (1976-2016). The task is: Predict the reactants needed to synthesize the given product. (1) Given the product [OH:3][C:4]1[CH:11]=[CH:10][C:9]([O:12][C:13]([F:14])([F:15])[F:16])=[CH:8][C:5]=1[C:6]([OH:1])=[O:7], predict the reactants needed to synthesize it. The reactants are: [OH-:1].[Na+].[OH:3][C:4]1[CH:11]=[CH:10][C:9]([O:12][C:13]([F:16])([F:15])[F:14])=[CH:8][C:5]=1[CH:6]=[O:7]. (2) Given the product [CH2:1]([O:8][CH2:9][CH:10]1[CH2:15][CH2:14][N:18]([C:17]#[N:16])[CH2:11]1)[C:2]1[CH:7]=[CH:6][CH:5]=[CH:4][CH:3]=1, predict the reactants needed to synthesize it. The reactants are: [CH2:1]([O:8][CH2:9][C:10]1[CH:15]=[CH:14]C=C[CH:11]=1)[C:2]1[CH:7]=[CH:6][CH:5]=[CH:4][CH:3]=1.[N:16]#[C:17][NH2:18].C(O)(C(F)(F)F)=O.BrC#N. (3) Given the product [Br:23][C:24]1[CH:29]=[CH:28][C:27]([N:13]2[C:12]3[CH:11]=[C:10]4[C:2]([CH3:22])([CH3:1])[C:3]5[C:8]([C:9]4=[CH:21][C:20]=3[C:19]3[C:14]2=[CH:15][CH:16]=[CH:17][CH:18]=3)=[CH:7][CH:6]=[CH:5][CH:4]=5)=[CH:26][CH:25]=1, predict the reactants needed to synthesize it. The reactants are: [CH3:1][C:2]1([CH3:22])[C:10]2=[CH:11][C:12]3[NH:13][C:14]4[C:19]([C:20]=3[CH:21]=[C:9]2[C:8]2[C:3]1=[CH:4][CH:5]=[CH:6][CH:7]=2)=[CH:18][CH:17]=[CH:16][CH:15]=4.[Br:23][C:24]1[CH:29]=[CH:28][C:27](I)=[CH:26][CH:25]=1.C(=O)([O-])[O-].[K+].[K+].N1C=CC=CC=1C(=O)CC(C1C=CC=CN=1)=O. (4) Given the product [I:1][C:2]1[CH:6]=[CH:5][N:4]([C:13]2[CH:12]=[CH:11][N:10]=[C:9]([N:8]([CH3:24])[CH3:7])[CH:14]=2)[N:3]=1, predict the reactants needed to synthesize it. The reactants are: [I:1][C:2]1[CH:6]=[CH:5][NH:4][N:3]=1.[CH3:7][N:8]([CH3:24])[C:9]1[CH:14]=[C:13](B2OC(C)(C)C(C)(C)O2)[CH:12]=[CH:11][N:10]=1.C([O-])([O-])=O.[Na+].[Na+].N1C=CC=CC=1C1C=CC=CN=1. (5) Given the product [CH3:17][C:18]1[C:22]([C:23]([N:25]2[CH2:26][CH2:27][N:28]([CH3:31])[CH2:29][CH2:30]2)=[O:24])=[CH:21][NH:20][C:19]=1[CH:32]=[C:9]1[C:8]2[C:12](=[CH:13][CH:14]=[CH:15][C:7]=2[C:1]2[CH:2]=[CH:3][CH:4]=[CH:5][CH:6]=2)[NH:11][C:10]1=[O:16], predict the reactants needed to synthesize it. The reactants are: [C:1]1([C:7]2[CH:15]=[CH:14][CH:13]=[C:12]3[C:8]=2[CH2:9][C:10](=[O:16])[NH:11]3)[CH:6]=[CH:5][CH:4]=[CH:3][CH:2]=1.[CH3:17][C:18]1[C:22]([C:23]([N:25]2[CH2:30][CH2:29][N:28]([CH3:31])[CH2:27][CH2:26]2)=[O:24])=[CH:21][NH:20][C:19]=1[CH:32]=O. (6) Given the product [C:1]([C:3]1[O:7][C:6]([C:8]([OH:10])=[O:9])=[CH:5][CH:4]=1)#[N:12], predict the reactants needed to synthesize it. The reactants are: [CH:1]([C:3]1[O:7][C:6]([C:8]([OH:10])=[O:9])=[CH:5][CH:4]=1)=O.Cl.[NH2:12]O.C(OC(=O)C)(=O)C.